From a dataset of CYP1A2 inhibition data for predicting drug metabolism from PubChem BioAssay. Regression/Classification. Given a drug SMILES string, predict its absorption, distribution, metabolism, or excretion properties. Task type varies by dataset: regression for continuous measurements (e.g., permeability, clearance, half-life) or binary classification for categorical outcomes (e.g., BBB penetration, CYP inhibition). Dataset: cyp1a2_veith. (1) The molecule is CCNc1ncc2nc(CCc3ccccc3)c(=O)n(C3CC3)c2n1. The result is 1 (inhibitor). (2) The compound is COc1ccccc1CN1CC[C@@]2(CCCN(C(=O)c3cccc(F)c3)C2)C1. The result is 0 (non-inhibitor). (3) The molecule is O=C(CSc1nc2ccccc2c(=O)n1-c1ccc(Cl)cc1)c1ccco1. The result is 1 (inhibitor). (4) The compound is CCN1C[C@]2(C)CC[C@H](OC)[C@@]34[C@@H]2[C@H](OC(C)=O)[C@]2(OCO[C@@]25C[C@@H](OC)[C@@H]2C[C@@]3(O)[C@H]5[C@@H]2OC)[C@H]14. The result is 0 (non-inhibitor). (5) The molecule is Cn1c(=O)c2c(-c3cccc(F)c3)c3c(nc2n(C)c1=O)-c1ccccc1C3O. The result is 0 (non-inhibitor). (6) The molecule is CC(C)CN1CC2(CCN(C(=O)Oc3ccccc3)CC2)C1. The result is 0 (non-inhibitor). (7) The molecule is O=C(c1n[nH]c(=O)c2ccccc12)N1CCN(C2c3ccccc3-c3ccccc32)CC1. The result is 1 (inhibitor). (8) The result is 0 (non-inhibitor). The molecule is C/C(CCC(=O)OC[C@@H]1O[C@H](C#Cc2ccccc2)C=C[C@@H]1Oc1ccc(C)cc1)=N/OC[C@@H](O)[C@H]1O[C@H]2OC(C)(C)O[C@H]2[C@@H]1O. (9) The compound is CCOC(=O)CC1C(=O)NCCN1S(=O)(=O)c1ccc(Cl)c(Cl)c1. The result is 0 (non-inhibitor).